From a dataset of Forward reaction prediction with 1.9M reactions from USPTO patents (1976-2016). Predict the product of the given reaction. (1) Given the reactants [H-].[Na+].C1COCC1.[CH3:8][O:9][C:10]1[CH:15]=[C:14]([O:16][CH3:17])[N:13]=[C:12](S(C)(=O)=O)[N:11]=1.[CH3:22][C:23]([CH3:25])=[O:24], predict the reaction product. The product is: [CH3:8][O:9][C:10]1[CH:15]=[C:14]([O:16][CH3:17])[N:13]=[C:12]([CH2:22][C:23](=[O:24])[CH3:25])[N:11]=1. (2) Given the reactants [F:1][C:2]1[CH:7]=[CH:6][C:5]([NH2:8])=[CH:4][C:3]=1[CH3:9].[Cl:10][C:11]1[N:16]=[C:15](Cl)[CH:14]=[CH:13][N:12]=1, predict the reaction product. The product is: [Cl:10][C:11]1[N:16]=[C:15]([NH:8][C:5]2[CH:6]=[CH:7][C:2]([F:1])=[C:3]([CH3:9])[CH:4]=2)[CH:14]=[CH:13][N:12]=1. (3) Given the reactants [F:1][C:2]1[C:3]([N+:16]([O-])=O)=[C:4]2[C:9](=[CH:10][CH:11]=1)[CH:8]=[N:7][C:6]([CH2:12][CH:13]([CH3:15])[CH3:14])=[CH:5]2.O, predict the reaction product. The product is: [F:1][C:2]1[CH:11]=[CH:10][C:9]2[CH:8]=[N:7][C:6]([CH2:12][CH:13]([CH3:14])[CH3:15])=[CH:5][C:4]=2[C:3]=1[NH2:16]. (4) Given the reactants [N:1]1[CH:2]=[CH:3][N:4]2[CH:9]=[CH:8][CH:7]=[C:6]([C:10]([N:12]3[CH2:17][CH2:16][N:15](C(OC(C)(C)C)=O)[CH2:14][CH2:13]3)=[O:11])[C:5]=12.[ClH:25], predict the reaction product. The product is: [ClH:25].[N:1]1[CH:2]=[CH:3][N:4]2[CH:9]=[CH:8][CH:7]=[C:6]([C:10]([N:12]3[CH2:13][CH2:14][NH:15][CH2:16][CH2:17]3)=[O:11])[C:5]=12. (5) Given the reactants C[O:2][C:3]([C@H:5]1[CH2:8][C@@H:7]([N:9]2[C:13]3[N:14]=[CH:15][N:16]=[C:17]([NH2:18])[C:12]=3[C:11]([C:19]3[CH:24]=[CH:23][CH:22]=[C:21]([O:25][CH2:26][C:27]4[CH:32]=[CH:31][CH:30]=[CH:29][CH:28]=4)[CH:20]=3)=[C:10]2[CH2:33][CH3:34])[CH2:6]1)=O.[H-].[Al+3].[Li+].[H-].[H-].[H-], predict the reaction product. The product is: [NH2:18][C:17]1[C:12]2[C:11]([C:19]3[CH:24]=[CH:23][CH:22]=[C:21]([O:25][CH2:26][C:27]4[CH:32]=[CH:31][CH:30]=[CH:29][CH:28]=4)[CH:20]=3)=[C:10]([CH2:33][CH3:34])[N:9]([C@@H:7]3[CH2:6][C@H:5]([CH2:3][OH:2])[CH2:8]3)[C:13]=2[N:14]=[CH:15][N:16]=1. (6) Given the reactants CN(C(ON1N=NC2C=CC=CC1=2)=[N+](C)C)C.F[P-](F)(F)(F)(F)F.[CH3:25][O:26][C:27](=[O:41])[C:28]1[CH:33]=[CH:32][C:31]([CH2:34][CH2:35][CH2:36][C:37]([OH:39])=O)=[C:30]([CH3:40])[CH:29]=1.Cl.[CH3:43][C:44]([CH3:54])([CH3:53])[CH2:45][CH2:46][N:47]1[CH2:52][CH2:51][NH:50][CH2:49][CH2:48]1.CCN(C(C)C)C(C)C, predict the reaction product. The product is: [CH3:25][O:26][C:27](=[O:41])[C:28]1[CH:33]=[CH:32][C:31]([CH2:34][CH2:35][CH2:36][C:37]([N:50]2[CH2:51][CH2:52][N:47]([CH2:46][CH2:45][C:44]([CH3:54])([CH3:53])[CH3:43])[CH2:48][CH2:49]2)=[O:39])=[C:30]([CH3:40])[CH:29]=1.